This data is from Peptide-MHC class II binding affinity with 134,281 pairs from IEDB. The task is: Regression. Given a peptide amino acid sequence and an MHC pseudo amino acid sequence, predict their binding affinity value. This is MHC class II binding data. The peptide sequence is GKGEWMTTEDMLEVW. The MHC is DRB1_0801 with pseudo-sequence DRB1_0801. The binding affinity (normalized) is 0.316.